This data is from Forward reaction prediction with 1.9M reactions from USPTO patents (1976-2016). The task is: Predict the product of the given reaction. (1) The product is: [CH2:1]([O:3][C@H:4]([CH2:8][C:9]1[CH:14]=[CH:13][C:12]([O:15][CH2:16][C:17]([C:19]2[CH:24]=[CH:23][CH:22]=[C:21]([O:25][CH3:26])[CH:20]=2)=[O:18])=[CH:11][CH:10]=1)[C:5]([NH:38][O:37][CH3:36])=[O:7])[CH3:2]. Given the reactants [CH2:1]([O:3][C@H:4]([CH2:8][C:9]1[CH:14]=[CH:13][C:12]([O:15][CH2:16][C:17]([C:19]2[CH:24]=[CH:23][CH:22]=[C:21]([O:25][CH3:26])[CH:20]=2)=[O:18])=[CH:11][CH:10]=1)[C:5]([OH:7])=O)[CH3:2].F[P-](F)(F)(F)(F)F.C[N+](C)=[C:36](N(C)C)[O:37][N:38]1C2N=CC=CC=2N=N1.C(N(CC)C(C)C)(C)C.[Cl-].CO[NH3+], predict the reaction product. (2) Given the reactants [Cl:1][C:2]1[C:7]([N:8]2[CH2:13][CH2:12][CH:11]([C:14]3[C:19]([C:20]([F:23])([F:22])[F:21])=[CH:18][CH:17]=[CH:16][N:15]=3)[CH2:10][CH2:9]2)=[CH:6][N:5]=[N:4][C:3]=1[NH:24][NH2:25].C1COCC1.C(=O)(O)[O-].[Na+].[CH:36]1([CH2:39][C:40](Cl)=[O:41])[CH2:38][CH2:37]1, predict the reaction product. The product is: [Cl:1][C:2]1[C:7]([N:8]2[CH2:13][CH2:12][CH:11]([C:14]3[C:19]([C:20]([F:22])([F:23])[F:21])=[CH:18][CH:17]=[CH:16][N:15]=3)[CH2:10][CH2:9]2)=[CH:6][N:5]=[N:4][C:3]=1[NH:24][NH:25][C:40](=[O:41])[CH2:39][CH:36]1[CH2:38][CH2:37]1. (3) Given the reactants [NH2:1][CH:2]([C:21]1[N:25]([CH3:26])[CH:24]=[N:23][CH:22]=1)[C:3]1[CH:10]=[CH:9][C:6]([C:7]#[N:8])=[C:5]([C:11]2[C:20]3[C:15](=[CH:16][CH:17]=[CH:18][CH:19]=3)[CH:14]=[CH:13][CH:12]=2)[CH:4]=1.[C:27]([C:29]1[CH:34]=[CH:33][C:32]([S:35](Cl)(=[O:37])=[O:36])=[CH:31][CH:30]=1)#[N:28].C(N(CC)CC)C, predict the reaction product. The product is: [OH-:36].[NH4+:1].[C:27]([C:29]1[CH:30]=[CH:31][C:32]([S:35]([NH:1][CH:2]([C:3]2[CH:10]=[CH:9][C:6]([C:7]#[N:8])=[C:5]([C:11]3[C:20]4[C:15](=[CH:16][CH:17]=[CH:18][CH:19]=4)[CH:14]=[CH:13][CH:12]=3)[CH:4]=2)[C:21]2[N:25]([CH3:26])[CH:24]=[N:23][CH:22]=2)(=[O:37])=[O:36])=[CH:33][CH:34]=1)#[N:28]. (4) Given the reactants Br.[F:2][CH:3]([F:20])[O:4][C:5]1[N:9]([CH3:10])[N:8]=[C:7]([C:11]([F:14])([F:13])[F:12])[C:6]=1[CH2:15][S:16][C:17](=N)[NH2:18].C(=O)([O-])[O-].[K+].[K+].O.C(S(C1[CH2:37][C:36]([CH3:39])([CH3:38])[O:35]N=1)(=O)=O)C, predict the reaction product. The product is: [F:2][CH:3]([F:20])[O:4][C:5]1[N:9]([CH3:10])[N:8]=[C:7]([C:11]([F:14])([F:13])[F:12])[C:6]=1[CH2:15][S:16][C:17]1[CH2:37][C:36]([CH3:39])([CH3:38])[O:35][N:18]=1. (5) Given the reactants C(=O)([O:5][C:6]1[CH:11]=[CH:10][C:9]([S:12]([N:15]2[CH:28]([CH3:29])[C:27]3[C:22](=[CH:23][CH:24]=[C:25]([F:30])[CH:26]=3)[C:21]3[CH:20]=[CH:19][CH:18]=[CH:17][C:16]2=3)(=[O:14])=[O:13])=[CH:8][CH:7]=1)OCC.[OH-].[Na+], predict the reaction product. The product is: [F:30][C:25]1[CH:26]=[C:27]2[C:22](=[CH:23][CH:24]=1)[C:21]1[CH:20]=[CH:19][CH:18]=[CH:17][C:16]=1[N:15]([S:12]([C:9]1[CH:8]=[CH:7][C:6]([OH:5])=[CH:11][CH:10]=1)(=[O:14])=[O:13])[CH:28]2[CH3:29]. (6) Given the reactants CS([O:5][CH2:6][CH2:7][C:8]1[CH:13]=[CH:12][C:11]([CH:14]([O:16][CH2:17][O:18][CH3:19])[CH3:15])=[CH:10][N:9]=1)(=O)=O.O[C:21]1[CH:28]=[CH:27][C:24]([CH:25]=[O:26])=[CH:23][CH:22]=1.C(=O)([O-])[O-].[K+].[K+].C1(C)C=CC=CC=1, predict the reaction product. The product is: [CH3:19][O:18][CH2:17][O:16][CH:14]([C:11]1[CH:12]=[CH:13][C:8]([CH2:7][CH2:6][O:5][C:21]2[CH:28]=[CH:27][C:24]([CH:25]=[O:26])=[CH:23][CH:22]=2)=[N:9][CH:10]=1)[CH3:15].